From a dataset of Catalyst prediction with 721,799 reactions and 888 catalyst types from USPTO. Predict which catalyst facilitates the given reaction. (1) Reactant: [CH3:1][O:2][C:3](=[O:28])[CH2:4][O:5][C:6]1[CH:10]=[C:9]([CH3:11])[N:8]([CH2:12][C:13]2[CH:18]=[C:17]([Cl:19])[CH:16]=[CH:15][C:14]=2[O:20]CC2C=CC=CC=2)[N:7]=1.Cl. Product: [CH3:1][O:2][C:3](=[O:28])[CH2:4][O:5][C:6]1[CH:10]=[C:9]([CH3:11])[N:8]([CH2:12][C:13]2[CH:18]=[C:17]([Cl:19])[CH:16]=[CH:15][C:14]=2[OH:20])[N:7]=1. The catalyst class is: 458. (2) Reactant: O[CH2:2][CH:3]([NH:8][C:9]([C:11]1[CH:16]=[CH:15][C:14]([C:17]([F:20])([F:19])[F:18])=[CH:13][CH:12]=1)=[O:10])[C:4]([O:6][CH3:7])=[O:5].C1(P(C2C=CC=CC=2)C2C=CC=CC=2)C=CC=CC=1.CC(OC(/N=N/C(OC(C)C)=O)=O)C. Product: [F:18][C:17]([F:20])([F:19])[C:14]1[CH:15]=[CH:16][C:11]([C:9]2[O:10][CH2:2][CH:3]([C:4]([O:6][CH3:7])=[O:5])[N:8]=2)=[CH:12][CH:13]=1. The catalyst class is: 7. (3) Reactant: [NH2:1][C:2]1[N:7]=[C:6]([N:8]2[CH2:29][CH2:28][C:11]3([CH2:15][N:14](C(OC(C)(C)C)=O)[C@H:13]([C:23]([O:25][CH2:26][CH3:27])=[O:24])[CH2:12]3)[CH2:10][CH2:9]2)[CH:5]=[C:4]([O:30][CH2:31][C:32]2[CH:37]=[CH:36][C:35]([Cl:38])=[CH:34][C:33]=2[C:39]2[CH:44]=[CH:43][CH:42]=[C:41]([S:45]([CH3:48])(=[O:47])=[O:46])[CH:40]=2)[N:3]=1.C(O)(C(F)(F)F)=O. Product: [NH2:1][C:2]1[N:7]=[C:6]([N:8]2[CH2:29][CH2:28][C:11]3([CH2:15][NH:14][C@H:13]([C:23]([O:25][CH2:26][CH3:27])=[O:24])[CH2:12]3)[CH2:10][CH2:9]2)[CH:5]=[C:4]([O:30][CH2:31][C:32]2[CH:37]=[CH:36][C:35]([Cl:38])=[CH:34][C:33]=2[C:39]2[CH:44]=[CH:43][CH:42]=[C:41]([S:45]([CH3:48])(=[O:46])=[O:47])[CH:40]=2)[N:3]=1. The catalyst class is: 2. (4) Reactant: [F:1][C:2]1[CH:3]=[CH:4][C:5]([O:8][C@H:9]2[CH2:14][CH2:13][C@H:12]([C:15]([N:17]([CH2:39][CH2:40][CH3:41])[C:18]3[CH:37]=[CH:36][C:21]([CH2:22][N:23]4[CH2:28][CH2:27][N:26](C(OC(C)(C)C)=O)[CH2:25][CH2:24]4)=[C:20]([CH3:38])[CH:19]=3)=[O:16])[CH2:11][CH2:10]2)=[N:6][CH:7]=1.FC(F)(F)C(O)=O.C1(C)C=CC=CC=1. Product: [F:1][C:2]1[CH:3]=[CH:4][C:5]([O:8][C@H:9]2[CH2:10][CH2:11][C@H:12]([C:15]([N:17]([C:18]3[CH:37]=[CH:36][C:21]([CH2:22][N:23]4[CH2:28][CH2:27][NH:26][CH2:25][CH2:24]4)=[C:20]([CH3:38])[CH:19]=3)[CH2:39][CH2:40][CH3:41])=[O:16])[CH2:13][CH2:14]2)=[N:6][CH:7]=1. The catalyst class is: 4. (5) Reactant: [CH2:1]([O:3][CH:4]([C:6]1[CH:14]=[CH:13][C:9]([C:10]([OH:12])=O)=[CH:8][CH:7]=1)[CH3:5])C.CN(C(ON1N=NC2C=CC=NC1=2)=[N+](C)C)C.F[P-](F)(F)(F)(F)F.C(N(CC)CC)C.[NH2:46][CH2:47][C:48]1[C:49]([OH:56])=[N:50][C:51]([CH3:55])=[CH:52][C:53]=1[CH3:54]. Product: [OH:56][C:49]1[C:48]([CH2:47][NH:46][C:10](=[O:12])[C:9]2[CH:8]=[CH:7][C:6]([CH:4]([O:3][CH3:1])[CH3:5])=[CH:14][CH:13]=2)=[C:53]([CH3:54])[CH:52]=[C:51]([CH3:55])[N:50]=1. The catalyst class is: 46. (6) Reactant: [N:1]1[CH:6]=[CH:5][CH:4]=[CH:3][C:2]=1[O:7][CH2:8][CH2:9][O:10][C:11]1[CH:16]=[CH:15][C:14]([N:17]2[C:21]3[CH:22]=[CH:23][C:24]([C:26](O)=[O:27])=[CH:25][C:20]=3[N:19]=[CH:18]2)=[CH:13][CH:12]=1.[C:29](N1C=CN=C1)([N:31]1C=CN=C1)=O.Cl.CN.CCN(C(C)C)C(C)C. Product: [CH3:29][NH:31][C:26]([C:24]1[CH:23]=[CH:22][C:21]2[N:17]([C:14]3[CH:13]=[CH:12][C:11]([O:10][CH2:9][CH2:8][O:7][C:2]4[CH:3]=[CH:4][CH:5]=[CH:6][N:1]=4)=[CH:16][CH:15]=3)[CH:18]=[N:19][C:20]=2[CH:25]=1)=[O:27]. The catalyst class is: 1. (7) Reactant: I([O-])(=O)(=O)=O.[Na+].[Cl:7][C:8]1[N:13]=[C:12]([C:14]([O:16][CH2:17][CH3:18])=C)[CH:11]=[C:10]([CH2:19][O:20][CH2:21][C:22]([F:25])([F:24])[F:23])[N:9]=1.[Mn]([O-])(=O)(=O)=[O:27].[K+]. Product: [Cl:7][C:8]1[N:13]=[C:12]([C:14]([O:16][CH2:17][CH3:18])=[O:27])[CH:11]=[C:10]([CH2:19][O:20][CH2:21][C:22]([F:25])([F:24])[F:23])[N:9]=1. The catalyst class is: 127.